This data is from Reaction yield outcomes from USPTO patents with 853,638 reactions. The task is: Predict the reaction yield, written as a fraction of the theoretical maximum amount of product (1.0 means a 100% yield; for example, 0.34 means a 34% yield). (1) The reactants are N[C:2]1[CH:3]=[CH:4][C:5]([F:17])=[C:6]([C:8]2[C:9]([C:15]#[N:16])=[C:10]([F:14])[CH:11]=[CH:12][CH:13]=2)[CH:7]=1.N([O-])=O.[Na+].[BrH:22]. The catalyst is O1CCOCC1.O.[Cu]Br. The product is [Br:22][C:2]1[CH:3]=[CH:4][C:5]([F:17])=[C:6]([C:8]2[C:9]([C:15]#[N:16])=[C:10]([F:14])[CH:11]=[CH:12][CH:13]=2)[CH:7]=1. The yield is 0.680. (2) The reactants are Cl.[NH2:2][CH:3]1[CH2:9][C:8]([CH3:11])([CH3:10])[CH2:7][N:6]([S:12]([C:15]2[CH:20]=[CH:19][CH:18]=[CH:17][N:16]=2)(=[O:14])=[O:13])[CH2:5][CH:4]1[OH:21].[NH:22]([C:31]([O:33]C(C)(C)C)=O)[C@H:23]([C:28]([OH:30])=O)[CH2:24][CH:25]([CH3:27])[CH3:26].CN(C(ON1N=N[C:48]2[CH:49]=[CH:50][CH:51]=[CH:52][C:47]1=2)=[N+](C)C)C.F[P-](F)(F)(F)(F)F.CN1CC[O:66][CH2:65][CH2:64]1. The catalyst is CN(C=O)C. The product is [CH3:10][C:8]1([CH3:11])[CH2:7][N:6]([S:12]([C:15]2[CH:20]=[CH:19][CH:18]=[CH:17][N:16]=2)(=[O:14])=[O:13])[CH2:5][C:4](=[O:21])[CH:3]([NH:2][C:28]([C@@H:23]([NH:22][C:31]([C:65]2[O:66][C:47]3[CH:52]=[CH:51][CH:50]=[CH:49][C:48]=3[CH:64]=2)=[O:33])[CH2:24][CH:25]([CH3:26])[CH3:27])=[O:30])[CH2:9]1. The yield is 0.720. (3) The reactants are [Br:1][C:2]1[CH:3]=[CH:4][C:5](F)=[N:6][CH:7]=1.[OH:9][C@H:10]1[CH2:14][CH2:13][NH:12][CH2:11]1.CCN(CC)CC. The catalyst is C1COCC1.CCOC(C)=O. The product is [Br:1][C:2]1[CH:3]=[CH:4][C:5]([N:12]2[CH2:13][CH2:14][C@H:10]([OH:9])[CH2:11]2)=[N:6][CH:7]=1. The yield is 0.720. (4) The reactants are [CH2:1]([C:5]1[CH:10]=[CH:9][C:8]([NH2:11])=[CH:7][CH:6]=1)[CH2:2][CH2:3][CH3:4].[CH:12](N(C(C)C)CC)(C)C.ClC(OCC)=O.[H-].[Al+3].[Li+].[H-].[H-].[H-]. The catalyst is O1CCCC1. The product is [CH2:1]([C:5]1[CH:6]=[CH:7][C:8]([NH:11][CH3:12])=[CH:9][CH:10]=1)[CH2:2][CH2:3][CH3:4]. The yield is 0.860. (5) The reactants are [H-].[Na+].[I:3][C:4]1[CH:5]=[C:6]([CH:16]=[CH:17][CH:18]=1)[CH2:7]P(=O)(OCC)OCC.[CH:19](=O)[C:20]1[CH:25]=[CH:24][C:23]([O:26][CH3:27])=[CH:22][CH:21]=1.[NH4+].[Cl-]. The catalyst is C1COCC1. The product is [I:3][C:4]1[CH:18]=[CH:17][CH:16]=[C:6](/[CH:7]=[CH:19]/[C:20]2[CH:25]=[CH:24][C:23]([O:26][CH3:27])=[CH:22][CH:21]=2)[CH:5]=1. The yield is 0.900. (6) The reactants are [F:1][C:2]([F:7])([F:6])[C:3]([OH:5])=[O:4].[NH2:8][CH2:9][C:10]1[C:11]([C:15]2[N:19]([C:20]3[CH:25]=[CH:24][C:23]([F:26])=[C:22]([Cl:27])[CH:21]=3)C(=O)[O:17][N:16]=2)=[N:12][O:13][N:14]=1.[S:29](N)([NH2:32])(=[O:31])=[O:30].[OH-].[Na+]. The catalyst is N1C=CC=CC=1.O. The product is [F:1][C:2]([F:7])([F:6])[C:3]([OH:5])=[O:4].[NH2:32][S:29]([NH:8][CH2:9][C:10]1[C:11]([C:15](=[N:16][OH:17])[NH:19][C:20]2[CH:25]=[CH:24][C:23]([F:26])=[C:22]([Cl:27])[CH:21]=2)=[N:12][O:13][N:14]=1)(=[O:31])=[O:30]. The yield is 0.500. (7) The reactants are [NH2:1][C:2]1[CH:7]=[CH:6][CH:5]=[C:4]([C:8]([F:11])([F:10])[F:9])[N:3]=1.Cl[C:13](OC1C=CC=CC=1)=[O:14].N1C=CC=CC=1.[Cl:28][C:29]1[CH:35]=[C:34]([O:36][C:37]2[C:38]3[N:45]([CH3:46])[CH:44]=[CH:43][C:39]=3[N:40]=[CH:41][N:42]=2)[CH:33]=[CH:32][C:30]=1[NH2:31]. The catalyst is CN(C)C(=O)C. The product is [Cl:28][C:29]1[CH:35]=[C:34]([O:36][C:37]2[C:38]3[N:45]([CH3:46])[CH:44]=[CH:43][C:39]=3[N:40]=[CH:41][N:42]=2)[CH:33]=[CH:32][C:30]=1[NH:31][C:13]([NH:1][C:2]1[CH:7]=[CH:6][CH:5]=[C:4]([C:8]([F:9])([F:11])[F:10])[N:3]=1)=[O:14]. The yield is 0.440.